From a dataset of Reaction yield outcomes from USPTO patents with 853,638 reactions. Predict the reaction yield, written as a fraction of the theoretical maximum amount of product (1.0 means a 100% yield; for example, 0.34 means a 34% yield). (1) The reactants are [F:1][C:2]1[CH:9]=[CH:8][C:5]([C:6]#[N:7])=[CH:4][C:3]=1[O:10][CH3:11].[H][H]. The catalyst is [Pd].C(O)(=O)C. The product is [F:1][C:2]1[CH:9]=[CH:8][C:5]([CH2:6][NH2:7])=[CH:4][C:3]=1[O:10][CH3:11]. The yield is 1.00. (2) The reactants are [Cl:1][C:2]1[CH:3]=[C:4]([C:9]2[CH:17]=[C:16]3[C:12]([CH2:13][C:14](=[O:18])[NH:15]3)=[CH:11][CH:10]=2)[CH:5]=[C:6]([Cl:8])[CH:7]=1.[CH2:19]([N:21]([CH2:36][CH3:37])[CH2:22][CH2:23][NH:24][C:25]([C:27]1[C:31]([CH3:32])=[C:30]([CH:33]=O)[NH:29][C:28]=1[CH3:35])=[O:26])[CH3:20]. No catalyst specified. The product is [CH2:36]([N:21]([CH2:19][CH3:20])[CH2:22][CH2:23][NH:24][C:25]([C:27]1[C:31]([CH3:32])=[C:30]([CH:33]=[C:13]2[C:12]3[C:16](=[CH:17][C:9]([C:4]4[CH:3]=[C:2]([Cl:1])[CH:7]=[C:6]([Cl:8])[CH:5]=4)=[CH:10][CH:11]=3)[NH:15][C:14]2=[O:18])[NH:29][C:28]=1[CH3:35])=[O:26])[CH3:37]. The yield is 0.440. (3) The yield is 0.600. The product is [N:56]([CH:7]1[C:6]2[CH:10]=[CH:11][CH:12]=[CH:13][C:5]=2[CH2:4][N:3]([C:14]([O:16][C:17]([CH3:20])([CH3:19])[CH3:18])=[O:15])[N:2]([CH3:1])[C:8]1=[O:9])=[N+:57]=[N-:58]. The catalyst is O1CCCC1.CCOC(C)=O. The reactants are [CH3:1][N:2]1[C:8](=[O:9])[CH2:7][C:6]2[CH:10]=[CH:11][CH:12]=[CH:13][C:5]=2[CH2:4][N:3]1[C:14]([O:16][C:17]([CH3:20])([CH3:19])[CH3:18])=[O:15].C[Si]([N-][Si](C)(C)C)(C)C.[K+].C1(C)C=CC=CC=1.C(C1C=C(C(C)C)C=C(C(C)C)C=1S([N:56]=[N+:57]=[N-:58])(=O)=O)(C)C.C(O)(=O)C. (4) The reactants are Br[C:2]1[CH:3]=[C:4]2[C:9](=[CH:10][CH:11]=1)[N:8]=[C:7]([NH:12][C@@H:13]1[CH2:17][CH2:16][CH2:15][C@@H:14]1[NH:18][C:19](=[O:25])[O:20][C:21]([CH3:24])([CH3:23])[CH3:22])[N:6]=[CH:5]2.[Cl:26][C:27]1[C:32]([O:33][CH2:34][CH3:35])=[CH:31][CH:30]=[C:29]([F:36])[C:28]=1B(O)O.P([O-])([O-])([O-])=O.[K+].[K+].[K+]. The catalyst is O1CCOCC1.O.CC(P(C(C)(C)C)C1C=CC(N(C)C)=CC=1)(C)C.CC(P(C(C)(C)C)C1C=CC(N(C)C)=CC=1)(C)C.Cl[Pd]Cl. The product is [Cl:26][C:27]1[C:32]([O:33][CH2:34][CH3:35])=[CH:31][CH:30]=[C:29]([F:36])[C:28]=1[C:2]1[CH:3]=[C:4]2[C:9](=[CH:10][CH:11]=1)[N:8]=[C:7]([NH:12][C@@H:13]1[CH2:17][CH2:16][CH2:15][C@@H:14]1[NH:18][C:19](=[O:25])[O:20][C:21]([CH3:23])([CH3:24])[CH3:22])[N:6]=[CH:5]2. The yield is 0.830. (5) The reactants are Cl[CH2:2][C:3]1[CH:13]=[CH:12][C:6]2[O:7][C:8]([F:11])([F:10])[O:9][C:5]=2[CH:4]=1.[C-:14]#[N:15].[Na+].O.C(OC)(C)(C)C. The catalyst is CS(C)=O. The product is [F:10][C:8]1([F:11])[O:7][C:6]2[CH:12]=[CH:13][C:3]([CH2:2][C:14]#[N:15])=[CH:4][C:5]=2[O:9]1. The yield is 0.950. (6) The reactants are [Cl:1][C:2]1[C:3]2[N:4]([CH:12]=[C:13]([C:15]3[O:19][N:18]=[C:17]([C:20]4[CH:28]=[CH:27][CH:26]=[C:25]5[C:21]=4[CH:22]=[CH:23][NH:24]5)[N:16]=3)[N:14]=2)[CH:5]=[C:6]([C:8]([F:11])([F:10])[F:9])[CH:7]=1.Br[CH2:30][C:31]([O:33][CH2:34][CH3:35])=[O:32].C([O-])([O-])=O.[K+].[K+]. The catalyst is CN(C=O)C. The product is [Cl:1][C:2]1[C:3]2[N:4]([CH:12]=[C:13]([C:15]3[O:19][N:18]=[C:17]([C:20]4[CH:28]=[CH:27][CH:26]=[C:25]5[C:21]=4[CH:22]=[CH:23][N:24]5[CH2:30][C:31]([O:33][CH2:34][CH3:35])=[O:32])[N:16]=3)[N:14]=2)[CH:5]=[C:6]([C:8]([F:10])([F:9])[F:11])[CH:7]=1. The yield is 0.580. (7) The reactants are [CH2:1]([O:3][C:4]([CH:6]1[CH2:8][CH:7]1[C:9](Cl)=[O:10])=[O:5])[CH3:2].[CH3:12][C:13]1[CH:18]=[CH:17][C:16]([SH:19])=[CH:15][CH:14]=1.CCN(CC)CC. The catalyst is CCCCCC. The product is [CH2:1]([O:3][C:4]([CH:6]1[CH2:8][CH:7]1[C:9]([S:19][C:16]1[CH:17]=[CH:18][C:13]([CH3:12])=[CH:14][CH:15]=1)=[O:10])=[O:5])[CH3:2]. The yield is 0.990.